Dataset: Forward reaction prediction with 1.9M reactions from USPTO patents (1976-2016). Task: Predict the product of the given reaction. (1) Given the reactants [CH3:1][N:2]1[CH2:6][CH2:5][CH2:4][CH:3]1[CH2:7][CH2:8][NH:9][C:10]1[S:11][C:12]2[CH:18]=[CH:17][C:16]([N+:19]([O-])=O)=[CH:15][C:13]=2[N:14]=1.[Sn](Cl)Cl.[OH-].[Na+], predict the reaction product. The product is: [CH3:1][N:2]1[CH2:6][CH2:5][CH2:4][CH:3]1[CH2:7][CH2:8][NH:9][C:10]1[S:11][C:12]2[CH:18]=[CH:17][C:16]([NH2:19])=[CH:15][C:13]=2[N:14]=1. (2) The product is: [Cl:22][C:23]1[CH:24]=[C:25]2[C:26](=[CH:32][C:33]=1[Cl:34])[C:27](=[O:28])[N:19]([C:14]1[C:15]([CH3:18])=[C:16]([CH3:17])[C:4]3[O:3][C:2]([CH3:21])([CH3:1])[CH:6]([C:7]4[CH:8]=[CH:9][CH:10]=[CH:11][CH:12]=4)[C:5]=3[C:13]=1[CH3:20])[C:30]2=[O:29]. Given the reactants [CH3:1][C:2]1([CH3:21])[CH:6]([C:7]2[CH:12]=[CH:11][CH:10]=[CH:9][CH:8]=2)[C:5]2[C:13]([CH3:20])=[C:14]([NH2:19])[C:15]([CH3:18])=[C:16]([CH3:17])[C:4]=2[O:3]1.[Cl:22][C:23]1[CH:24]=[C:25]2[C:30](=O)[O:29][C:27](=[O:28])[C:26]2=[CH:32][C:33]=1[Cl:34].C(N=C=NCCCN(C)C)C.ON1C2C=CC=CC=2N=N1.[OH-].[Na+], predict the reaction product. (3) Given the reactants F[C:2]1[N:7]2[CH:8]=[C:9]([CH2:11][N:12]3[C@H:25]4[C@H:16]([CH2:17][CH2:18][C:19]5[C:24]4=[N:23][CH:22]=[CH:21][CH:20]=5)[CH2:15][CH2:14][CH2:13]3)[N:10]=[C:6]2[CH:5]=[CH:4][CH:3]=1.[N:26]1[CH:31]=[CH:30][CH:29]=[CH:28][C:27]=1[N:32]1[CH2:37][CH2:36][NH:35][CH2:34][CH2:33]1, predict the reaction product. The product is: [N:26]1[CH:31]=[CH:30][CH:29]=[CH:28][C:27]=1[N:32]1[CH2:33][CH2:34][N:35]([C:2]2[N:7]3[CH:8]=[C:9]([CH2:11][N:12]4[C@H:25]5[C@H:16]([CH2:17][CH2:18][C:19]6[C:24]5=[N:23][CH:22]=[CH:21][CH:20]=6)[CH2:15][CH2:14][CH2:13]4)[N:10]=[C:6]3[CH:5]=[CH:4][CH:3]=2)[CH2:36][CH2:37]1. (4) Given the reactants CN([CH2:4][CH:5]([CH:15]([C:28]1[CH:33]=[CH:32][CH:31]=[C:30]([F:34])[C:29]=1[CH3:35])[C:16](=[CH2:27])[C:17]([C:19]1[CH:24]=[CH:23][CH:22]=[C:21]([O:25][CH3:26])[CH:20]=1)=[O:18])[C:6]([C:8]1[CH:13]=[CH:12][CH:11]=[CH:10][C:9]=1[F:14])=[O:7])C.IC.C(N(C(C)C)CC)(C)C.[OH-].[K+], predict the reaction product. The product is: [F:34][C:30]1[C:29]([CH3:35])=[C:28]([CH:15]([C:16](=[CH2:27])[C:17]([C:19]2[CH:24]=[CH:23][CH:22]=[C:21]([O:25][CH3:26])[CH:20]=2)=[O:18])[C:5](=[CH2:4])[C:6]([C:8]2[CH:13]=[CH:12][CH:11]=[CH:10][C:9]=2[F:14])=[O:7])[CH:33]=[CH:32][CH:31]=1. (5) The product is: [NH2:1][C:2]1[C:6]2[CH:7]=[C:8]([CH:20]=[O:21])[C:9]([N:12]3[CH2:17][C@H:16]([CH3:18])[O:15][C@H:14]([CH3:19])[CH2:13]3)=[C:10]([F:11])[C:5]=2[O:4][N:3]=1. Given the reactants [NH2:1][C:2]1[C:6]2[CH:7]=[C:8]([CH2:20][OH:21])[C:9]([N:12]3[CH2:17][C@H:16]([CH3:18])[O:15][C@H:14]([CH3:19])[CH2:13]3)=[C:10]([F:11])[C:5]=2[O:4][N:3]=1.C[N+]1([O-])CCOCC1, predict the reaction product. (6) Given the reactants N[CH2:2][CH2:3][O:4][CH2:5][CH2:6][O:7][CH2:8][CH2:9][NH2:10].[CH3:11][Si:12]([CH3:27])([CH2:21][CH2:22][Si:23]([CH3:26])([CH3:25])[CH3:24])[CH2:13][CH2:14][CH2:15][O:16][CH2:17][CH:18]1[CH2:20][O:19]1.C([OH:30])C, predict the reaction product. The product is: [CH3:11][Si:12]([CH3:27])([CH2:21][CH2:22][Si:23]([CH3:26])([CH3:25])[CH3:24])[CH2:13][CH2:14][CH2:15][O:16][CH2:17][CH:18]([OH:19])[CH2:20][NH:10][CH2:9][CH2:8][O:7][CH2:6][CH2:5][O:4][CH2:3][CH2:2][OH:30]. (7) Given the reactants [Li+].C[Si]([N-][Si](C)(C)C)(C)C.[C:11]([O:20]CC)(=[O:19])[CH2:12][CH2:13][C:14]([O:16]CC)=O.[CH:23]1([NH:28][C:29]2[C:34]([CH:35]=O)=[CH:33][N:32]=[C:31]([S:37][CH3:38])[N:30]=2)[CH2:27][CH2:26][CH2:25][CH2:24]1.Cl, predict the reaction product. The product is: [CH:23]1([N:28]2[C:29]3[N:30]=[C:31]([S:37][CH3:38])[N:32]=[CH:33][C:34]=3[CH:35]=[C:13]([CH2:12][C:11]([OH:20])=[O:19])[C:14]2=[O:16])[CH2:24][CH2:25][CH2:26][CH2:27]1. (8) Given the reactants [CH2:1]([Zn]CC)C.ICI.[F:9][C:10]1[CH:11]=[C:12]([C:17]([O:19][Si:20]([CH3:23])([CH3:22])[CH3:21])=[CH2:18])[CH:13]=[C:14]([F:16])[CH:15]=1, predict the reaction product. The product is: [F:16][C:14]1[CH:13]=[C:12]([C:17]2([O:19][Si:20]([CH3:22])([CH3:21])[CH3:23])[CH2:1][CH2:18]2)[CH:11]=[C:10]([F:9])[CH:15]=1. (9) Given the reactants [CH3:1][C:2]1[CH:3]=[C:4]([CH3:25])[CH:5]=[C:6]([NH:8][C:9]([CH2:11][C:12]2[CH:13]=[CH:14][C:15]([O:18][C:19]([C:22](O)=[O:23])([CH3:21])[CH3:20])=[CH:16][CH:17]=2)=[O:10])[CH:7]=1.Cl.C[O:28][C:29](=[O:42])[C@H:30]([CH2:32][C:33]1[C:41]2[C:36](=[CH:37][CH:38]=[CH:39][CH:40]=2)[NH:35][CH:34]=1)[NH2:31].O.ON1C2C=CC=CC=2N=N1.CN1CCOCC1.Cl.CN(C)CCCN=C=NCC, predict the reaction product. The product is: [CH3:25][C:4]1[CH:5]=[C:6]([NH:8][C:9]([CH2:11][C:12]2[CH:17]=[CH:16][C:15]([O:18][C:19]([CH3:20])([CH3:21])[C:22]([NH:31][CH:30]([CH2:32][C:33]3[C:41]4[C:36](=[CH:37][CH:38]=[CH:39][CH:40]=4)[NH:35][CH:34]=3)[C:29]([OH:28])=[O:42])=[O:23])=[CH:14][CH:13]=2)=[O:10])[CH:7]=[C:2]([CH3:1])[CH:3]=1.